Dataset: Catalyst prediction with 721,799 reactions and 888 catalyst types from USPTO. Task: Predict which catalyst facilitates the given reaction. The catalyst class is: 16. Reactant: [Cl:1][C:2]1[CH:3]=[CH:4][C:5]2[O:9][CH:8]=[C:7]([CH2:10][CH2:11]I)[C:6]=2[CH:13]=1.[N:14]1([C:20]2[CH:21]=[CH:22][CH:23]=[C:24]3[C:29]=2[N:28]=[CH:27][CH:26]=[CH:25]3)[CH2:19][CH2:18][NH:17][CH2:16][CH2:15]1.C(N(CC)C(C)C)(C)C. Product: [Cl:1][C:2]1[CH:3]=[CH:4][C:5]2[O:9][CH:8]=[C:7]([CH2:10][CH2:11][N:17]3[CH2:18][CH2:19][N:14]([C:20]4[CH:21]=[CH:22][CH:23]=[C:24]5[C:29]=4[N:28]=[CH:27][CH:26]=[CH:25]5)[CH2:15][CH2:16]3)[C:6]=2[CH:13]=1.